Dataset: Ames mutagenicity test results for genotoxicity prediction. Task: Regression/Classification. Given a drug SMILES string, predict its toxicity properties. Task type varies by dataset: regression for continuous values (e.g., LD50, hERG inhibition percentage) or binary classification for toxic/non-toxic outcomes (e.g., AMES mutagenicity, cardiotoxicity, hepatotoxicity). Dataset: ames. (1) The drug is Cc1ccc(N=Nc2c(O)ccc3ccccc23)c(S(=O)(=O)O)c1. The result is 0 (non-mutagenic). (2) The drug is Cc1ccc2cc3c4c(ccc3c3c2c1CC3)C=CC(O)C4O. The result is 1 (mutagenic).